This data is from Forward reaction prediction with 1.9M reactions from USPTO patents (1976-2016). The task is: Predict the product of the given reaction. (1) Given the reactants [C:1]([O:6]CCO)(=[O:5])[C:2](C)=[CH2:3].CC1C=C(O)C=CC=1O.CC1C(N=C=O)=CC=CC=1N=C=O.C([O-])(=O)CCCCCCCCCCC.C([O-])(=O)CCCCCCCCCCC.C([Sn+2]CCCC)CCC.[NH2:69][C:70]([O:72][CH2:73][CH3:74])=[O:71], predict the reaction product. The product is: [C:1]([OH:6])(=[O:5])[CH:2]=[CH2:3].[NH2:69][C:70]([O:72][CH2:73][CH3:74])=[O:71]. (2) The product is: [CH3:8][O:9][CH2:10][O:11][C:12]1[C:17]([CH3:18])=[CH:16][CH:15]=[C:14]([O:19][CH2:20][O:21][CH3:22])[C:13]=1[C:23](=[CH2:1])[C:24]([O:26][CH2:27][CH3:28])=[O:25]. Given the reactants [C:1]1(C)C=CC=CC=1.[CH3:8][O:9][CH2:10][O:11][C:12]1[C:17]([CH3:18])=[CH:16][CH:15]=[C:14]([O:19][CH2:20][O:21][CH3:22])[C:13]=1[C:23](=O)[C:24]([O:26][CH2:27][CH3:28])=[O:25], predict the reaction product. (3) Given the reactants Cl[C:2]1[C:11]([Cl:12])=[N:10][C:9]2[C:4](=[CH:5][CH:6]=[CH:7][CH:8]=2)[N:3]=1.[CH:13]1([NH2:16])[CH2:15][CH2:14]1.C(N(C(C)C)C(C)C)C, predict the reaction product. The product is: [Cl:12][C:11]1[C:2]([NH:16][CH:13]2[CH2:15][CH2:14]2)=[N:3][C:4]2[C:9]([N:10]=1)=[CH:8][CH:7]=[CH:6][CH:5]=2. (4) Given the reactants [OH:1][CH:2]1[CH2:7][CH2:6][CH:5]([CH:8]2[CH2:13][CH2:12][CH2:11][CH2:10][CH2:9]2)[CH2:4][CH2:3]1, predict the reaction product. The product is: [CH:8]1([CH:5]2[CH2:4][CH2:3][C:2](=[O:1])[CH2:7][CH2:6]2)[CH2:9][CH2:10][CH2:11][CH2:12][CH2:13]1. (5) Given the reactants C(OC(=O)[NH:7][C:8]1[CH:13]=[C:12]([CH3:14])[C:11]([C:15]([F:18])([F:17])[F:16])=[CH:10][C:9]=1[NH:19][C:20](=[O:35])[CH2:21][C:22](=O)[C:23]1[CH:28]=[CH:27][CH:26]=[C:25]([N:29]2[CH:33]=[CH:32][N:31]=[N:30]2)[CH:24]=1)(C)(C)C.C(O)(C(F)(F)F)=O, predict the reaction product. The product is: [CH3:14][C:12]1[C:11]([C:15]([F:16])([F:18])[F:17])=[CH:10][C:9]2[NH:19][C:20](=[O:35])[CH2:21][C:22]([C:23]3[CH:28]=[CH:27][CH:26]=[C:25]([N:29]4[CH:33]=[CH:32][N:31]=[N:30]4)[CH:24]=3)=[N:7][C:8]=2[CH:13]=1. (6) Given the reactants CN(C)C(=O)[O:4][CH:5]([C:12]1[N:13]([CH3:33])[C:14]([C:23]2[S:24][C:25]3[N:26]=[CH:27][N:28]=[C:29]([NH2:32])[C:30]=3[N:31]=2)=[C:15]([C:17]2[CH:22]=[CH:21][CH:20]=[CH:19][CH:18]=2)[N:16]=1)[C:6]1[CH:11]=[CH:10][CH:9]=[CH:8][CH:7]=1.C(O)(C(F)(F)F)=O.O, predict the reaction product. The product is: [NH2:32][C:29]1[C:30]2[N:31]=[C:23]([C:14]3[N:13]([CH3:33])[C:12]([CH:5]([C:6]4[CH:11]=[CH:10][CH:9]=[CH:8][CH:7]=4)[OH:4])=[N:16][C:15]=3[C:17]3[CH:22]=[CH:21][CH:20]=[CH:19][CH:18]=3)[S:24][C:25]=2[N:26]=[CH:27][N:28]=1.